From a dataset of Reaction yield outcomes from USPTO patents with 853,638 reactions. Predict the reaction yield, written as a fraction of the theoretical maximum amount of product (1.0 means a 100% yield; for example, 0.34 means a 34% yield). (1) The reactants are [I:1][C:2]1[C:10]2[C:5](=[C:6]([N+:11]([O-:13])=[O:12])[CH:7]=[CH:8][CH:9]=2)[NH:4][N:3]=1.[OH-].[K+].[CH3:16][O:17][C:18]1[CH:25]=[CH:24][C:21]([CH2:22]Cl)=[CH:20][CH:19]=1. The catalyst is CC(C)=O.O. The product is [I:1][C:2]1[C:10]2[C:5](=[C:6]([N+:11]([O-:13])=[O:12])[CH:7]=[CH:8][CH:9]=2)[N:4]([CH2:22][C:21]2[CH:24]=[CH:25][C:18]([O:17][CH3:16])=[CH:19][CH:20]=2)[N:3]=1. The yield is 0.910. (2) The reactants are [Cl:1][C:2]1[CH:7]=[C:6]([F:8])[CH:5]=[CH:4][C:3]=1[C:9](=[N:21]O)[CH2:10][C:11]1[CH:16]=[CH:15][C:14]([C:17]([F:20])([F:19])[F:18])=[CH:13][N:12]=1.C(OC(C(F)(F)F)=O)(C(F)(F)F)=O.C(N(CC)CC)C.O. The catalyst is COCCOC.[Fe](Cl)Cl. The product is [Cl:1][C:2]1[CH:7]=[C:6]([F:8])[CH:5]=[CH:4][C:3]=1[C:9]1[CH:10]=[C:11]2[CH:16]=[CH:15][C:14]([C:17]([F:20])([F:19])[F:18])=[CH:13][N:12]2[N:21]=1. The yield is 0.120. (3) The yield is 0.500. The reactants are [Br:1][C:2]1[CH:3]=[C:4]([N+:19]([O-:21])=O)[C:5]([CH:8]([C:14](OCC)=O)C(OCC)=O)=[N:6][CH:7]=1.F[C:23]1[CH:28]=[CH:27][CH:26]=[CH:25][CH:24]=1.C([O-])([O-])=O.[K+].[K+]. The catalyst is CN(C=O)C. The product is [Br:1][C:2]1[CH:3]=[C:4]2[N:19]([O:21][C:23]3[CH:28]=[CH:27][CH:26]=[CH:25][CH:24]=3)[CH2:14][CH:8]=[C:5]2[NH:6][CH:7]=1. (4) The reactants are [NH:1]1[C:9]2[C:4](=[CH:5][CH:6]=[CH:7][CH:8]=2)[CH:3]=[C:2]1[C:10]([OH:12])=[O:11].OS(O)(=O)=O.[CH3:18]O. No catalyst specified. The product is [CH3:18][O:11][C:10]([C:2]1[NH:1][C:9]2[C:4]([CH:3]=1)=[CH:5][CH:6]=[CH:7][CH:8]=2)=[O:12]. The yield is 1.00.